Dataset: Full USPTO retrosynthesis dataset with 1.9M reactions from patents (1976-2016). Task: Predict the reactants needed to synthesize the given product. Given the product [CH3:44][C:34]1[CH:39]=[CH:38][C:37]([S:40]([OH:43])(=[O:42])=[O:41])=[CH:36][CH:35]=1.[CH3:26][NH:25][C:23]([C:19]1[CH:18]=[C:17]([O:16][C:15]2[CH:14]=[CH:13][C:12]([NH:11][C:9]([NH:8][C:5]3[CH:6]=[CH:7][C:2]([Cl:1])=[C:3]([C:29]([F:32])([F:30])[F:31])[CH:4]=3)=[O:10])=[CH:28][CH:27]=2)[CH:22]=[CH:21][N:20]=1)=[O:24], predict the reactants needed to synthesize it. The reactants are: [Cl:1][C:2]1[CH:7]=[CH:6][C:5]([NH:8][C:9]([NH:11][C:12]2[CH:28]=[CH:27][C:15]([O:16][C:17]3[CH:22]=[CH:21][N:20]=[C:19]([C:23]([NH:25][CH3:26])=[O:24])[CH:18]=3)=[CH:14][CH:13]=2)=[O:10])=[CH:4][C:3]=1[C:29]([F:32])([F:31])[F:30].O.[C:34]1([CH3:44])[CH:39]=[CH:38][C:37]([S:40]([OH:43])(=[O:42])=[O:41])=[CH:36][CH:35]=1.